This data is from Peptide-MHC class I binding affinity with 185,985 pairs from IEDB/IMGT. The task is: Regression. Given a peptide amino acid sequence and an MHC pseudo amino acid sequence, predict their binding affinity value. This is MHC class I binding data. (1) The peptide sequence is RGYVFQGL. The MHC is HLA-B08:01 with pseudo-sequence HLA-B08:01. The binding affinity (normalized) is 0. (2) The peptide sequence is ALYLLDGLR. The binding affinity (normalized) is 0.0847. The MHC is HLA-A02:03 with pseudo-sequence HLA-A02:03.